From a dataset of Full USPTO retrosynthesis dataset with 1.9M reactions from patents (1976-2016). Predict the reactants needed to synthesize the given product. (1) Given the product [Cl:2][C:3]1[CH:8]=[CH:7][CH:6]=[CH:5][C:4]=1[N:9]1[CH:13]([C:14]2[CH:15]=[CH:16][C:17]([N:20]3[CH2:25][CH2:24][N:23]([C:38](=[O:39])[C:37]([OH:36])([CH3:42])[CH3:41])[CH2:22][CH2:21]3)=[CH:18][CH:19]=2)[CH2:12][C:11]([C:26]([C:28]([F:31])([F:30])[F:29])([C:32]([F:33])([F:35])[F:34])[OH:27])=[N:10]1, predict the reactants needed to synthesize it. The reactants are: Cl.[Cl:2][C:3]1[CH:8]=[CH:7][CH:6]=[CH:5][C:4]=1[N:9]1[CH:13]([C:14]2[CH:19]=[CH:18][C:17]([N:20]3[CH2:25][CH2:24][NH:23][CH2:22][CH2:21]3)=[CH:16][CH:15]=2)[CH2:12][C:11]([C:26]([C:32]([F:35])([F:34])[F:33])([C:28]([F:31])([F:30])[F:29])[OH:27])=[N:10]1.[OH:36][C:37]([CH3:42])([CH3:41])[C:38](O)=[O:39].C1C=CC2N(O)N=NC=2C=1.CCN=C=NCCCN(C)C.C(N(CC)CC)C. (2) Given the product [Cl:8][C:5]1[CH:4]=[N:3][C:2]([NH:9][CH2:10][CH:11]2[CH:16]([CH3:17])[CH2:15][CH2:14][CH2:13][N:12]2[C:18]([O:20][CH2:21][CH:22]=[CH2:23])=[O:19])=[N:7][CH:6]=1, predict the reactants needed to synthesize it. The reactants are: Cl[C:2]1[N:7]=[CH:6][C:5]([Cl:8])=[CH:4][N:3]=1.[NH2:9][CH2:10][CH:11]1[CH:16]([CH3:17])[CH2:15][CH2:14][CH2:13][N:12]1[C:18]([O:20][CH2:21][CH:22]=[CH2:23])=[O:19]. (3) The reactants are: Br[C:2]1[N:7]2[CH:8]=[C:9]([CH2:11][CH2:12][C:13]3[CH:22]=[CH:21][C:20]4[C:15](=[CH:16][CH:17]=[CH:18][CH:19]=4)[N:14]=3)[N:10]=[C:6]2[C:5]([N:23]2[CH2:28][CH2:27][O:26][CH2:25][CH2:24]2)=[N:4][CH:3]=1.[F:29][C:30]1([F:57])[C:38]2[C:33](=[CH:34][CH:35]=[C:36](B3OC(C)(C)C(C)(C)O3)[CH:37]=2)[N:32]([CH2:48][O:49][CH2:50][CH2:51][Si:52]([CH3:55])([CH3:54])[CH3:53])[C:31]1=[O:56]. Given the product [F:29][C:30]1([F:57])[C:38]2[C:33](=[CH:34][CH:35]=[C:36]([C:2]3[N:7]4[CH:8]=[C:9]([CH2:11][CH2:12][C:13]5[CH:22]=[CH:21][C:20]6[C:15](=[CH:16][CH:17]=[CH:18][CH:19]=6)[N:14]=5)[N:10]=[C:6]4[C:5]([N:23]4[CH2:24][CH2:25][O:26][CH2:27][CH2:28]4)=[N:4][CH:3]=3)[CH:37]=2)[N:32]([CH2:48][O:49][CH2:50][CH2:51][Si:52]([CH3:55])([CH3:53])[CH3:54])[C:31]1=[O:56], predict the reactants needed to synthesize it. (4) Given the product [Cl:5][C:6]1[C:11]([CH3:12])=[C:10]([F:13])[CH:9]=[CH:8][C:7]=1[C:14]([OH:16])=[O:3], predict the reactants needed to synthesize it. The reactants are: BrBr.[OH-:3].[Na+].[Cl:5][C:6]1[C:11]([CH3:12])=[C:10]([F:13])[CH:9]=[CH:8][C:7]=1[C:14](=[O:16])C. (5) The reactants are: [CH2:1]([C@@H:8]1[CH2:12][O:11][C:10](=[O:13])[N:9]1[C:14](=[O:27])[C@@H:15]([C:20]1[CH:25]=[CH:24][C:23]([F:26])=[CH:22][CH:21]=1)[CH2:16][C:17]([OH:19])=O)[C:2]1[CH:7]=[CH:6][CH:5]=[CH:4][CH:3]=1.C1C=CC2N(O)N=NC=2C=1.CN(C(ON1N=NC2C=CC=CC1=2)=[N+](C)C)C.F[P-](F)(F)(F)(F)F.[F:62][C:63]1[C:64]([O:82][CH3:83])=[C:65]([O:80][CH3:81])[CH:66]=[C:67]2[C:72]=1[N:71]=[C:70]([N:73]1[CH2:78][CH2:77][NH:76][CH2:75][CH2:74]1)[N:69]=[C:68]2[NH2:79].C(N(CC)CC)C. Given the product [NH2:79][C:68]1[C:67]2[C:72](=[C:63]([F:62])[C:64]([O:82][CH3:83])=[C:65]([O:80][CH3:81])[CH:66]=2)[N:71]=[C:70]([N:73]2[CH2:74][CH2:75][N:76]([C:17](=[O:19])[CH2:16][C@H:15]([C:20]3[CH:25]=[CH:24][C:23]([F:26])=[CH:22][CH:21]=3)[C:14]([N:9]3[C@H:8]([CH2:1][C:2]4[CH:3]=[CH:4][CH:5]=[CH:6][CH:7]=4)[CH2:12][O:11][C:10]3=[O:13])=[O:27])[CH2:77][CH2:78]2)[N:69]=1, predict the reactants needed to synthesize it. (6) Given the product [CH:1]1([CH2:4][N:5]2[CH2:14][CH2:13][C:12]3[C:7](=[C:8]([CH2:15][NH2:16])[CH:9]=[CH:10][CH:11]=3)[CH2:6]2)[CH2:2][CH2:3]1, predict the reactants needed to synthesize it. The reactants are: [CH:1]1([CH2:4][N:5]2[CH2:14][CH2:13][C:12]3[C:7](=[C:8]([C:15]#[N:16])[CH:9]=[CH:10][CH:11]=3)[CH2:6]2)[CH2:3][CH2:2]1.[BH4-].[Na+].[NH4+].[Cl-].[NH4+].[OH-]. (7) Given the product [I:18][C:2]1[CH:10]=[CH:9][C:5]([C:6]([OH:8])=[O:7])=[CH:4][C:3]=1[N+:11]([O-:13])=[O:12], predict the reactants needed to synthesize it. The reactants are: N[C:2]1[CH:10]=[CH:9][C:5]([C:6]([OH:8])=[O:7])=[CH:4][C:3]=1[N+:11]([O-:13])=[O:12].N([O-])=O.[Na+].[I-:18].[K+].